From a dataset of Aqueous solubility values for 9,982 compounds from the AqSolDB database. Regression/Classification. Given a drug SMILES string, predict its absorption, distribution, metabolism, or excretion properties. Task type varies by dataset: regression for continuous measurements (e.g., permeability, clearance, half-life) or binary classification for categorical outcomes (e.g., BBB penetration, CYP inhibition). For this dataset (solubility_aqsoldb), we predict Y. (1) The drug is Cc1cccc(C)c1N(Cn1cccn1)C(=O)CCl. The Y is -2.81 log mol/L. (2) The drug is C1=CC2C3C=CC(C3)C2C1. The Y is -3.82 log mol/L.